From a dataset of Forward reaction prediction with 1.9M reactions from USPTO patents (1976-2016). Predict the product of the given reaction. Given the reactants [S:1]1[C:5]2[CH:6]=[CH:7][CH:8]=[CH:9][C:4]=2[NH:3][CH2:2]1.NC1C=CC=CC=1S.C=O.[C:20]([C:22]1[CH:23]=[C:24]([CH:28]=[C:29]([C:33]([F:36])([F:35])[F:34])[C:30]=1[O:31][CH3:32])[C:25](Cl)=[O:26])#[N:21], predict the reaction product. The product is: [C:20]([C:22]1[CH:23]=[C:24]([CH:28]=[C:29]([C:33]([F:34])([F:36])[F:35])[C:30]=1[O:31][CH3:32])[C:25]([N:3]1[C:4]2[CH:9]=[CH:8][CH:7]=[CH:6][C:5]=2[S:1][CH2:2]1)=[O:26])#[N:21].